From a dataset of Reaction yield outcomes from USPTO patents with 853,638 reactions. Predict the reaction yield, written as a fraction of the theoretical maximum amount of product (1.0 means a 100% yield; for example, 0.34 means a 34% yield). The reactants are [F:1][C:2]([F:29])([F:28])[C:3]1[CH:4]=[C:5]([C@@H:13]2[O:17][C:16](=[O:18])[N:15]([CH2:19][C:20]3[C:25](Cl)=[N:24][CH:23]=[CH:22][N:21]=3)[C@H:14]2[CH3:27])[CH:6]=[C:7]([C:9]([F:12])([F:11])[F:10])[CH:8]=1.[CH:30]1([NH2:36])[CH2:35][CH2:34][CH2:33][CH2:32][CH2:31]1. No catalyst specified. The product is [F:1][C:2]([F:29])([F:28])[C:3]1[CH:4]=[C:5]([C@@H:13]2[O:17][C:16](=[O:18])[N:15]([CH2:19][C:20]3[C:25]([NH:36][CH:30]4[CH2:35][CH2:34][CH2:33][CH2:32][CH2:31]4)=[N:24][CH:23]=[CH:22][N:21]=3)[C@H:14]2[CH3:27])[CH:6]=[C:7]([C:9]([F:12])([F:11])[F:10])[CH:8]=1. The yield is 0.750.